This data is from Forward reaction prediction with 1.9M reactions from USPTO patents (1976-2016). The task is: Predict the product of the given reaction. (1) Given the reactants CO.[Cl:3][C:4]1[C:14]([O:15][CH2:16][CH2:17][N:18]2[CH:22]=[N:21][N:20]=[N:19]2)=[C:13]([Cl:23])[CH:12]=[CH:11][C:5]=1[C:6]([O:8]CC)=[O:7].[OH-].[Na+], predict the reaction product. The product is: [Cl:3][C:4]1[C:14]([O:15][CH2:16][CH2:17][N:18]2[CH:22]=[N:21][N:20]=[N:19]2)=[C:13]([Cl:23])[CH:12]=[CH:11][C:5]=1[C:6]([OH:8])=[O:7]. (2) Given the reactants [I:1][C:2]1[C:10]2[C:5](=[N:6][CH:7]=[N:8][C:9]=2[NH:11]C(=O)OC(C)(C)C)[N:4]([C:19]2[CH:24]=[CH:23][CH:22]=[C:21]([NH:25][CH3:26])[CH:20]=2)[N:3]=1.[C:27](Cl)(=[O:30])[CH:28]=[CH2:29].C(O)(C(F)(F)F)=O, predict the reaction product. The product is: [NH2:11][C:9]1[N:8]=[CH:7][N:6]=[C:5]2[N:4]([C:19]3[CH:20]=[C:21]([N:25]([CH3:26])[C:27](=[O:30])[CH:28]=[CH2:29])[CH:22]=[CH:23][CH:24]=3)[N:3]=[C:2]([I:1])[C:10]=12. (3) Given the reactants [CH3:1][C:2]1[CH:13]=[CH:12][C:5]2[NH:6][C:7](=[O:11])[O:8][C:9](=[O:10])[C:4]=2[CH:3]=1.C1(P(C2C=CC=CC=2)C2C=CC=CC=2)C=CC=CC=1.[C:33]([O:37][C:38](=[O:44])[NH:39][CH2:40][CH2:41][CH2:42]O)([CH3:36])([CH3:35])[CH3:34].N(C(OC(C)C)=O)=NC(OC(C)C)=O, predict the reaction product. The product is: [C:33]([O:37][C:38](=[O:44])[NH:39][CH2:40][CH2:41][CH2:42][N:6]1[C:5]2[CH:12]=[CH:13][C:2]([CH3:1])=[CH:3][C:4]=2[C:9](=[O:10])[O:8][C:7]1=[O:11])([CH3:36])([CH3:35])[CH3:34]. (4) Given the reactants [CH2:1]([Si:5]([CH2:22][CH2:23][CH2:24][CH3:25])([CH2:18][CH2:19][CH2:20][CH3:21])[O:6][C:7]1[C:8]([C:13]([O:15]CC)=O)=[N:9][CH:10]=[CH:11][CH:12]=1)[CH2:2][CH2:3][CH3:4].[F:26][C:27]1[CH:32]=[CH:31][C:30]([Mg]Cl)=[CH:29][CH:28]=1, predict the reaction product. The product is: [F:26][C:27]1[CH:32]=[CH:31][C:30]([C:13]([C:8]2[C:7]([O:6][Si:5]([CH2:1][CH2:2][CH2:3][CH3:4])([CH2:18][CH2:19][CH2:20][CH3:21])[CH2:22][CH2:23][CH2:24][CH3:25])=[CH:12][CH:11]=[CH:10][N:9]=2)=[O:15])=[CH:29][CH:28]=1. (5) The product is: [CH2:34]([NH:41][C:10](=[O:12])[CH:9]([OH:13])[CH:8]([NH:14][C:15](=[O:33])[C:16]1[CH:21]=[CH:20][CH:19]=[N:18][C:17]=1[N:22]1[CH:26]=[CH:25][C:24]([C:27]2[CH:32]=[CH:31][CH:30]=[CH:29][CH:28]=2)=[N:23]1)[CH2:7][C:1]1[CH:2]=[CH:3][CH:4]=[CH:5][CH:6]=1)[C:35]1[CH:40]=[CH:39][CH:38]=[CH:37][CH:36]=1. Given the reactants [C:1]1([CH2:7][CH:8]([NH:14][C:15](=[O:33])[C:16]2[CH:21]=[CH:20][CH:19]=[N:18][C:17]=2[N:22]2[CH:26]=[CH:25][C:24]([C:27]3[CH:32]=[CH:31][CH:30]=[CH:29][CH:28]=3)=[N:23]2)[CH:9]([OH:13])[C:10]([OH:12])=O)[CH:6]=[CH:5][CH:4]=[CH:3][CH:2]=1.[CH2:34]([NH2:41])[C:35]1[CH:40]=[CH:39][CH:38]=[CH:37][CH:36]=1, predict the reaction product. (6) The product is: [C:18]([C:15]1[CH:16]=[CH:17][C:10]2[O:9][C:8]([C:6]([OH:7])=[O:5])=[C:12]([CH3:13])[C:11]=2[C:14]=1[O:20][CH3:21])#[N:19]. Given the reactants C([O:5][C:6]([C:8]1[O:9][C:10]2[CH:17]=[CH:16][C:15]([C:18]#[N:19])=[C:14]([O:20][CH3:21])[C:11]=2[C:12]=1[CH3:13])=[O:7])(C)(C)C.C(O)(C(F)(F)F)=O.ClCCl, predict the reaction product.